The task is: Predict the product of the given reaction.. This data is from Forward reaction prediction with 1.9M reactions from USPTO patents (1976-2016). (1) The product is: [Br:7][C:8]1[C:9]([Cl:31])=[CH:10][C:11]([O:29][CH3:30])=[C:12]([N:14]2[C:23]3[C:18](=[CH:19][C:20]([S:24]([NH:1][C:2]4[CH:6]=[CH:5][O:4][N:3]=4)(=[O:26])=[O:25])=[CH:21][CH:22]=3)[CH:17]=[CH:16][C:15]2=[O:28])[CH:13]=1. Given the reactants [NH2:1][C:2]1[CH:6]=[CH:5][O:4][N:3]=1.[Br:7][C:8]1[C:9]([Cl:31])=[CH:10][C:11]([O:29][CH3:30])=[C:12]([N:14]2[C:23]3[C:18](=[CH:19][C:20]([S:24](Cl)(=[O:26])=[O:25])=[CH:21][CH:22]=3)[CH:17]=[CH:16][C:15]2=[O:28])[CH:13]=1.[Li+].C[Si]([N-][Si](C)(C)C)(C)C.[Cl-].[NH4+], predict the reaction product. (2) Given the reactants [Cl:1][C:2]1[CH:7]=[CH:6][C:5]([C@@H:8]2[O:12][C:11](=[N:13][N+:14]([O-:16])=[O:15])[NH:10][C@H:9]2[CH3:17])=[CH:4][CH:3]=1.[H-].[Na+].[Cl:20][C:21]1[CH:26]=[CH:25][C:24]([CH2:27]Cl)=[CH:23][N:22]=1, predict the reaction product. The product is: [Cl:1][C:2]1[CH:3]=[CH:4][C:5]([C@@H:8]2[O:12][C:11](=[N:13][N+:14]([O-:16])=[O:15])[N:10]([CH2:27][C:24]3[CH:25]=[CH:26][C:21]([Cl:20])=[N:22][CH:23]=3)[C@H:9]2[CH3:17])=[CH:6][CH:7]=1. (3) Given the reactants [Cl:1][C:2]1[CH:18]=[CH:17][C:5]([CH2:6][NH:7][S:8]([C:11]2[CH:16]=[CH:15][CH:14]=[CH:13][CH:12]=2)(=[O:10])=[O:9])=[CH:4][CH:3]=1.Br[CH2:20][C:21]([C:23]1[CH:28]=[CH:27][CH:26]=[CH:25][CH:24]=1)=[O:22].C(=O)([O-])[O-].[Cs+].[Cs+], predict the reaction product. The product is: [Cl:1][C:2]1[CH:18]=[CH:17][C:5]([CH2:6][N:7]([CH2:20][C:21](=[O:22])[C:23]2[CH:28]=[CH:27][CH:26]=[CH:25][CH:24]=2)[S:8]([C:11]2[CH:16]=[CH:15][CH:14]=[CH:13][CH:12]=2)(=[O:10])=[O:9])=[CH:4][CH:3]=1. (4) Given the reactants [CH3:1][C:2]([OH:17])([CH3:16])[C:3]#[C:4][CH:5]([C:7]1[CH:12]=[CH:11][C:10]([N+:13]([O-:15])=[O:14])=[CH:9][CH:8]=1)[OH:6].C([O-])(O)=O.[Na+].CC(OI1(OC(C)=O)(OC(C)=O)OC(=O)C2C=CC=CC1=2)=O, predict the reaction product. The product is: [OH:17][C:2]([CH3:16])([CH3:1])[C:3]#[C:4][C:5]([C:7]1[CH:12]=[CH:11][C:10]([N+:13]([O-:15])=[O:14])=[CH:9][CH:8]=1)=[O:6].